Dataset: Forward reaction prediction with 1.9M reactions from USPTO patents (1976-2016). Task: Predict the product of the given reaction. (1) Given the reactants Cl[C:2]1[NH:6][C:5]2[CH:7]=[C:8]([CH3:12])[C:9]([Cl:11])=[CH:10][C:4]=2[N:3]=1.[Cl:13][C:14]1[CH:15]=[N:16][CH:17]=[C:18]([Cl:26])[C:19]=1[N:20]1[CH2:25][CH2:24][NH:23][CH2:22][CH2:21]1, predict the reaction product. The product is: [Cl:11][C:9]1[C:8]([CH3:12])=[CH:7][C:5]2[N:6]=[C:2]([N:23]3[CH2:24][CH2:25][N:20]([C:19]4[C:18]([Cl:26])=[CH:17][N:16]=[CH:15][C:14]=4[Cl:13])[CH2:21][CH2:22]3)[NH:3][C:4]=2[CH:10]=1. (2) Given the reactants [CH2:1]([S:3]([N:6]1[CH2:11][CH2:10][CH:9]([C:12]2[C:20]3[C:15](=[C:16]([C:30]([NH2:32])=[O:31])[CH:17]=[C:18](B4OC(C)(C)C(C)(C)O4)[CH:19]=3)[NH:14][CH:13]=2)[CH2:8][CH2:7]1)(=[O:5])=[O:4])[CH3:2].Br[C:34]1[CH:35]=[C:36]([CH:39]=[O:40])[O:37][CH:38]=1.C(=O)([O-])[O-].[K+].[K+], predict the reaction product. The product is: [CH2:1]([S:3]([N:6]1[CH2:11][CH2:10][CH:9]([C:12]2[C:20]3[C:15](=[C:16]([C:30]([NH2:32])=[O:31])[CH:17]=[C:18]([C:34]4[CH:35]=[C:36]([CH:39]=[O:40])[O:37][CH:38]=4)[CH:19]=3)[NH:14][CH:13]=2)[CH2:8][CH2:7]1)(=[O:5])=[O:4])[CH3:2].